Dataset: Forward reaction prediction with 1.9M reactions from USPTO patents (1976-2016). Task: Predict the product of the given reaction. (1) Given the reactants [CH3:1][O:2][C:3]1[CH:8]=[CH:7][C:6]([S:9](Cl)(=[O:11])=[O:10])=[CH:5][C:4]=1[N+:13]([O-:15])=[O:14].[NH:16]1[CH2:20][CH2:19][CH2:18][CH2:17]1, predict the reaction product. The product is: [CH3:1][O:2][C:3]1[CH:8]=[CH:7][C:6]([S:9]([N:16]2[CH2:20][CH2:19][CH2:18][CH2:17]2)(=[O:11])=[O:10])=[CH:5][C:4]=1[N+:13]([O-:15])=[O:14]. (2) Given the reactants [NH2:1][CH2:2][CH2:3][CH2:4][C:5]([CH3:9])([CH3:8])[CH2:6][OH:7].[N:10]([CH2:13][CH2:14][CH2:15][CH2:16][C:17]1[CH:22]=[CH:21][CH:20]=[CH:19][CH:18]=1)=[C:11]=[O:12], predict the reaction product. The product is: [OH:7][CH2:6][C:5]([CH3:9])([CH3:8])[CH2:4][CH2:3][CH2:2][NH:1][C:11]([NH:10][CH2:13][CH2:14][CH2:15][CH2:16][C:17]1[CH:18]=[CH:19][CH:20]=[CH:21][CH:22]=1)=[O:12]. (3) Given the reactants [CH3:1][N:2]1[CH2:10][C:9]2[C:4](=[C:5]([N+:18]([O-:20])=[O:19])[CH:6]=[CH:7][C:8]=2[C:11]2[CH2:16][CH2:15][C:14](=[O:17])[CH2:13][CH:12]=2)[C:3]1=[O:21].[P:22]([O:29]CC)([O:26][CH2:27][CH3:28])[O:23][CH2:24][CH3:25].Cl.CCOCC, predict the reaction product. The product is: [OH:17][C:14]1([P:22](=[O:29])([O:26][CH2:27][CH3:28])[O:23][CH2:24][CH3:25])[CH2:15][CH2:16][C:11]([C:8]2[CH:7]=[CH:6][C:5]([N+:18]([O-:20])=[O:19])=[C:4]3[C:9]=2[CH2:10][N:2]([CH3:1])[C:3]3=[O:21])=[CH:12][CH2:13]1. (4) The product is: [F:8][C:6]1[CH:5]=[CH:4][C:3]([N+:9]([O-:11])=[O:10])=[C:2]([CH:7]=1)[NH:12][C:13]1[CH:18]=[CH:17][C:16]([CH2:19][CH2:20][OH:21])=[CH:15][CH:14]=1. Given the reactants F[C:2]1[CH:7]=[C:6]([F:8])[CH:5]=[CH:4][C:3]=1[N+:9]([O-:11])=[O:10].[NH2:12][C:13]1[CH:18]=[CH:17][C:16]([CH2:19][CH2:20][OH:21])=[CH:15][CH:14]=1, predict the reaction product. (5) Given the reactants C([N:8]1[CH2:13][CH2:12][N:11]([C:14]2[CH:19]=[CH:18][CH:17]=[CH:16][C:15]=2[NH2:20])[CH2:10][CH2:9]1)(OC(C)(C)C)=O.[CH3:21][N:22]1[CH:26]=[CH:25][N:24]=[C:23]1[CH:27]=O.[BH4-].[Na+], predict the reaction product. The product is: [CH3:21][N:22]1[CH:26]=[CH:25][N:24]=[C:23]1[CH2:27][NH:20][C:15]1[CH:16]=[CH:17][CH:18]=[CH:19][C:14]=1[N:11]1[CH2:10][CH2:9][NH:8][CH2:13][CH2:12]1. (6) Given the reactants [H-].[Al+3].[Li+].[H-].[H-].[H-].O1CCCC1.[C:12]([C:14]1[CH:19]=[CH:18][CH:17]=[CH:16][C:15]=1[N:20]1[CH:24]=[CH:23][CH:22]=[CH:21]1)#[N:13], predict the reaction product. The product is: [NH2:13][CH2:12][C:14]1[CH:19]=[CH:18][CH:17]=[CH:16][C:15]=1[N:20]1[CH:24]=[CH:23][CH:22]=[CH:21]1. (7) Given the reactants C[O:2][C:3](=[O:42])[C:4]1[CH:9]=[C:8]([O:10][C:11]2[CH:16]=[CH:15][C:14]([CH2:17][NH:18][S:19]([C:22]3[CH:27]=[CH:26][C:25]([C:28](=[O:30])[CH3:29])=[CH:24][CH:23]=3)(=[O:21])=[O:20])=[CH:13][CH:12]=2)[CH:7]=[CH:6][C:5]=1[NH:31][S:32]([C:35]1[CH:40]=[CH:39][C:38]([CH3:41])=[CH:37][CH:36]=1)(=[O:34])=[O:33].[Li+].[OH-], predict the reaction product. The product is: [C:28]([C:25]1[CH:24]=[CH:23][C:22]([S:19]([NH:18][CH2:17][C:14]2[CH:15]=[CH:16][C:11]([O:10][C:8]3[CH:7]=[CH:6][C:5]([NH:31][S:32]([C:35]4[CH:36]=[CH:37][C:38]([CH3:41])=[CH:39][CH:40]=4)(=[O:33])=[O:34])=[C:4]([CH:9]=3)[C:3]([OH:42])=[O:2])=[CH:12][CH:13]=2)(=[O:20])=[O:21])=[CH:27][CH:26]=1)(=[O:30])[CH3:29].